Task: Predict the reaction yield, written as a fraction of the theoretical maximum amount of product (1.0 means a 100% yield; for example, 0.34 means a 34% yield).. Dataset: Reaction yield outcomes from USPTO patents with 853,638 reactions (1) The reactants are Br[CH2:2][CH2:3][CH2:4][O:5][C:6]1[C:7]([B:14]2[O:18][C:17]([CH3:20])([CH3:19])[C:16]([CH3:22])([CH3:21])[O:15]2)=[C:8]([CH:11]=[CH:12][CH:13]=1)[CH:9]=[O:10].[CH:23]1[C:24]2[C:39](=[O:40])[C:38]([C:41]([OH:43])=[O:42])=[CH:37][N:36]([CH:44]3[CH2:46][CH2:45]3)[C:25]=2[CH:26]=[C:27]([N:30]2[CH2:35][CH2:34][NH:33][CH2:32][CH2:31]2)[C:28]=1[F:29]. The catalyst is CN(C=O)C. The product is [CH:44]1([N:36]2[C:25]3[C:24](=[CH:23][C:28]([F:29])=[C:27]([N:30]4[CH2:35][CH2:34][N:33]([CH2:2][CH2:3][CH2:4][O:5][C:6]5[CH:13]=[CH:12][CH:11]=[C:8]([CH:9]=[O:10])[C:7]=5[B:14]5[O:18][C:17]([CH3:20])([CH3:19])[C:16]([CH3:22])([CH3:21])[O:15]5)[CH2:32][CH2:31]4)[CH:26]=3)[C:39](=[O:40])[C:38]([C:41]([OH:43])=[O:42])=[CH:37]2)[CH2:45][CH2:46]1. The yield is 0.280. (2) The reactants are [NH2:1][C:2]1[CH:7]=[CH:6][C:5]([C:8]2[O:9][C:10]([C:13]3[CH:18]=[CH:17][C:16]([NH2:19])=[CH:15][C:14]=3[CH3:20])=[CH:11][CH:12]=2)=[C:4]([CH3:21])[CH:3]=1.Br.C1C2C(=CC=CC=2)C=CC=1CS[C:35](=[NH:42])[C:36]1[CH:41]=[CH:40][CH:39]=[CH:38][CH:37]=1.Cl. No catalyst specified. The product is [C:35]([NH:19][C:16]1[CH:17]=[CH:18][C:13]([C:10]2[O:9][C:8]([C:5]3[CH:6]=[CH:7][C:2]([NH:1][C:35](=[NH:42])[C:36]4[CH:37]=[CH:38][CH:39]=[CH:40][CH:41]=4)=[CH:3][C:4]=3[CH3:21])=[CH:12][CH:11]=2)=[C:14]([CH3:20])[CH:15]=1)(=[NH:42])[C:36]1[CH:41]=[CH:40][CH:39]=[CH:38][CH:37]=1. The yield is 0.600. (3) The reactants are [O:1]1[C:6]2=[CH:7][CH:8]=[CH:9][C:5]2=[CH:4][CH:3]=[C:2]1[N:10]([C:36]1[CH:41]=[CH:40][CH:39]=[CH:38][CH:37]=1)[C:11]([CH:13]([C:24]1[CH:29]=[CH:28][C:27]([C:30]2[CH2:35][CH2:34][CH2:33][CH2:32][CH:31]=2)=[CH:26][CH:25]=1)[CH2:14][C:15]1[CH:23]=[CH:22][C:18]([C:19]([OH:21])=[O:20])=[CH:17][CH:16]=1)=[O:12]. The catalyst is CCO.[Pd]. The product is [O:1]1[C:6]2=[CH:7][CH:8]=[CH:9][C:5]2=[CH:4][CH:3]=[C:2]1[N:10]([C:36]1[CH:41]=[CH:40][CH:39]=[CH:38][CH:37]=1)[C:11]([CH:13]([C:24]1[CH:25]=[CH:26][C:27]([CH:30]2[CH2:35][CH2:34][CH2:33][CH2:32][CH2:31]2)=[CH:28][CH:29]=1)[CH2:14][C:15]1[CH:23]=[CH:22][C:18]([C:19]([OH:21])=[O:20])=[CH:17][CH:16]=1)=[O:12]. The yield is 0.920. (4) The reactants are [CH3:1][O:2][C:3]1[CH:27]=[C:26]([O:28][CH3:29])[CH:25]=[CH:24][C:4]=1[CH2:5][N:6]([C:19]1[S:23][N:22]=[CH:21][N:20]=1)[S:7]([C:10]1[CH:15]=[C:14]([F:16])[C:13](F)=[CH:12][C:11]=1[F:18])(=[O:9])=[O:8].[C:30]1([C@H:36]2[CH2:41][CH2:40][CH2:39][CH2:38][C@@H:37]2[OH:42])[CH:35]=[CH:34][CH:33]=[CH:32][CH:31]=1.[H-].[Na+]. The catalyst is CS(C)=O. The product is [CH3:1][O:2][C:3]1[CH:27]=[C:26]([O:28][CH3:29])[CH:25]=[CH:24][C:4]=1[CH2:5][N:6]([C:19]1[S:23][N:22]=[CH:21][N:20]=1)[S:7]([C:10]1[CH:15]=[C:14]([F:16])[C:13]([O:42][C@H:37]2[CH2:38][CH2:39][CH2:40][CH2:41][C@@H:36]2[C:30]2[CH:31]=[CH:32][CH:33]=[CH:34][CH:35]=2)=[CH:12][C:11]=1[F:18])(=[O:8])=[O:9]. The yield is 0.330.